From a dataset of Reaction yield outcomes from USPTO patents with 853,638 reactions. Predict the reaction yield, written as a fraction of the theoretical maximum amount of product (1.0 means a 100% yield; for example, 0.34 means a 34% yield). (1) The reactants are FC(F)(F)C(O)=O.[CH3:8][N:9]1[CH2:14][CH2:13][CH:12]([C:15]2[CH:27]=[CH:26][C:18]([C:19]([O:21]C(C)(C)C)=[O:20])=[C:17]([N:28]([CH:35]3[CH2:40][CH2:39][O:38][CH2:37][CH2:36]3)[C:29](=[O:34])[C:30]([F:33])([F:32])[F:31])[CH:16]=2)[CH2:11][CH2:10]1. The catalyst is ClCCl. The product is [CH3:8][N:9]1[CH2:10][CH2:11][CH:12]([C:15]2[CH:27]=[CH:26][C:18]([C:19]([OH:21])=[O:20])=[C:17]([N:28]([CH:35]3[CH2:36][CH2:37][O:38][CH2:39][CH2:40]3)[C:29](=[O:34])[C:30]([F:31])([F:32])[F:33])[CH:16]=2)[CH2:13][CH2:14]1. The yield is 0.530. (2) The reactants are C(O[C:4](=[O:17])[CH2:5][C:6]1([CH2:13][N+]([O-])=O)[CH2:10][CH2:9][C:8]([CH3:12])([CH3:11])[CH2:7]1)C.[CH3:18]O. The catalyst is [Ni]. The product is [CH3:12][C:8]1([CH3:11])[CH2:9][CH2:10][C:6]2([CH2:5][C:4](=[O:17])[CH2:18][CH2:13]2)[CH2:7]1. The yield is 0.940.